From a dataset of Full USPTO retrosynthesis dataset with 1.9M reactions from patents (1976-2016). Predict the reactants needed to synthesize the given product. (1) Given the product [BrH:18].[CH2:1]([O:3][C:4]([C:5]1[S:25][C:21]2=[N:20][CH2:24][CH2:23][N:22]2[C:6]=1[C:8]1[CH:17]=[CH:16][C:15]2[C:10](=[CH:11][CH:12]=[CH:13][CH:14]=2)[CH:9]=1)=[O:19])[CH3:2], predict the reactants needed to synthesize it. The reactants are: [CH2:1]([O:3][C:4](=[O:19])[CH:5]([Br:18])[C:6]([C:8]1[CH:17]=[CH:16][C:15]2[C:10](=[CH:11][CH:12]=[CH:13][CH:14]=2)[CH:9]=1)=O)[CH3:2].[NH:20]1[CH2:24][CH2:23][NH:22][C:21]1=[S:25].CCO. (2) Given the product [F:20][C:21]([F:34])([F:33])[S:22]([O:1][C:2]1[CH:11]=[CH:10][C:9]2[C:8](=[O:12])[CH2:7][CH2:6][CH2:5][C:4]=2[CH:3]=1)(=[O:24])=[O:23], predict the reactants needed to synthesize it. The reactants are: [OH:1][C:2]1[CH:3]=[C:4]2[C:9](=[CH:10][CH:11]=1)[C:8](=[O:12])[CH2:7][CH2:6][CH2:5]2.CCN(CC)CC.[F:20][C:21]([F:34])([F:33])[S:22](O[S:22]([C:21]([F:34])([F:33])[F:20])(=[O:24])=[O:23])(=[O:24])=[O:23].C([O-])(O)=O.[Na+].